Dataset: Full USPTO retrosynthesis dataset with 1.9M reactions from patents (1976-2016). Task: Predict the reactants needed to synthesize the given product. (1) Given the product [Cl:1][C:2]1[CH:7]=[C:6]([C:8]([F:11])([F:9])[F:10])[CH:5]=[CH:4][C:3]=1[S:12]([N:15]1[CH2:19][C@@H:18]2[C@@H:20]([NH:23][CH3:24])[CH2:21][CH2:22][C@@H:17]2[CH2:16]1)(=[O:13])=[O:14], predict the reactants needed to synthesize it. The reactants are: [Cl:1][C:2]1[CH:7]=[C:6]([C:8]([F:11])([F:10])[F:9])[CH:5]=[CH:4][C:3]=1[S:12]([N:15]1[CH2:19][C@@H:18]2[C@@H:20]([NH:23][C:24](=O)OC(C)(C)C)[CH2:21][CH2:22][C@@H:17]2[CH2:16]1)(=[O:14])=[O:13].[H-].[Al+3].[Li+].[H-].[H-].[H-]. (2) Given the product [Br:4][C:5]1[CH:20]=[CH:19][C:8]([O:9][C:10]2[CH:15]=[CH:14][C:13]([C:16]([OH:18])([CH3:1])[CH3:17])=[CH:12][CH:11]=2)=[CH:7][CH:6]=1, predict the reactants needed to synthesize it. The reactants are: [CH3:1][Mg]Br.[Br:4][C:5]1[CH:20]=[CH:19][C:8]([O:9][C:10]2[CH:15]=[CH:14][C:13]([C:16](=[O:18])[CH3:17])=[CH:12][CH:11]=2)=[CH:7][CH:6]=1. (3) Given the product [CH3:1][C:2]1[N:3]([C:20]2[CH:21]=[CH:22][C:23]([CH2:26][O:27][C@H:28]([CH3:37])[C:29]([OH:41])=[O:30])=[CH:24][CH:25]=2)[C:4]2[C:9]([C:10]=1[C:11](=[O:12])[C:13]1[CH:14]=[CH:15][C:16]([CH3:19])=[CH:17][CH:18]=1)=[CH:8][CH:7]=[CH:6][CH:5]=2, predict the reactants needed to synthesize it. The reactants are: [CH3:1][C:2]1[N:3]([C:20]2[CH:25]=[CH:24][C:23]([CH2:26][O:27][C@H:28]([CH3:37])[C:29](N3CCOCC3)=[O:30])=[CH:22][CH:21]=2)[C:4]2[C:9]([C:10]=1[C:11]([C:13]1[CH:18]=[CH:17][C:16]([CH3:19])=[CH:15][CH:14]=1)=[O:12])=[CH:8][CH:7]=[CH:6][CH:5]=2.C1C[O:41]CC1.[OH-].[Li+]. (4) Given the product [F:1][C:2]1[CH:9]=[C:8]([F:10])[CH:7]=[CH:6][C:3]=1[CH2:4][NH:5][C:11](=[O:20])[CH2:12][CH2:13][CH2:14][CH2:15][CH2:16][CH2:17][CH2:18][CH3:19], predict the reactants needed to synthesize it. The reactants are: [F:1][C:2]1[CH:9]=[C:8]([F:10])[CH:7]=[CH:6][C:3]=1[CH2:4][NH2:5].[C:11](O)(=[O:20])[CH2:12][CH2:13][CH2:14][CH2:15][CH2:16][CH2:17][CH2:18][CH3:19].Cl.C(N=C=NCCCN(C)C)C.